From a dataset of Peptide-MHC class I binding affinity with 185,985 pairs from IEDB/IMGT. Regression. Given a peptide amino acid sequence and an MHC pseudo amino acid sequence, predict their binding affinity value. This is MHC class I binding data. (1) The peptide sequence is ATIMPHNLY. The MHC is HLA-A80:01 with pseudo-sequence HLA-A80:01. The binding affinity (normalized) is 0.322. (2) The peptide sequence is VAGFSGKEPI. The MHC is HLA-A02:03 with pseudo-sequence HLA-A02:03. The binding affinity (normalized) is 0.123.